This data is from Reaction yield outcomes from USPTO patents with 853,638 reactions. The task is: Predict the reaction yield, written as a fraction of the theoretical maximum amount of product (1.0 means a 100% yield; for example, 0.34 means a 34% yield). (1) The reactants are [F:1][C:2]1[C:7]([F:8])=[CH:6][C:5]([C:9]2[CH:14]=[CH:13][C:12]([O:15][CH2:16][C:17]3[CH:22]=[CH:21][CH:20]=[C:19]([N+:23]([O-])=O)[CH:18]=3)=[CH:11][CH:10]=2)=[C:4]([O:26][CH3:27])[CH:3]=1.C(O)C.[Cl-].[NH4+]. The catalyst is [Zn].C(OCC)(=O)C. The product is [F:1][C:2]1[C:7]([F:8])=[CH:6][C:5]([C:9]2[CH:10]=[CH:11][C:12]([O:15][CH2:16][C:17]3[CH:18]=[C:19]([NH2:23])[CH:20]=[CH:21][CH:22]=3)=[CH:13][CH:14]=2)=[C:4]([O:26][CH3:27])[CH:3]=1. The yield is 1.00. (2) The reactants are [CH2:1]([O:8][C@H:9]1[CH2:14][C@H:13]([OH:15])[C@@H:12]([C:16]2[N:20]([CH2:21][O:22][CH2:23][CH2:24][O:25][CH3:26])[N:19]=[CH:18][CH:17]=2)[CH2:11][CH2:10]1)[C:2]1[CH:7]=[CH:6][CH:5]=[CH:4][CH:3]=1.[CH2:27]([O:34][C@H]1CC[C@H](O)[C@@H](C2N(COCCOC)N=CC=2)C1)[C:28]1[CH:33]=[CH:32][CH:31]=[CH:30][CH:29]=1.C(N(CC)CC)C.C(Cl)(=O)C1C=CC=CC=1. The catalyst is CN(C1C=CN=CC=1)C.ClC(Cl)C.O. The product is [C:27]([O:15][C@H:13]1[CH2:14][C@H:9]([O:8][CH2:1][C:2]2[CH:7]=[CH:6][CH:5]=[CH:4][CH:3]=2)[CH2:10][CH2:11][C@@H:12]1[C:16]1[N:20]([CH2:21][O:22][CH2:23][CH2:24][O:25][CH3:26])[N:19]=[CH:18][CH:17]=1)(=[O:34])[C:28]1[CH:33]=[CH:32][CH:31]=[CH:30][CH:29]=1. The yield is 0.710.